From a dataset of Catalyst prediction with 721,799 reactions and 888 catalyst types from USPTO. Predict which catalyst facilitates the given reaction. (1) Reactant: [N+:1]([C:4]1[C:5]([NH:25][C:26]2[CH:31]=[CH:30][C:29]([O:32]CC3C=CC=CC=3)=[CH:28][CH:27]=2)=[CH:6][C:7]([O:10][C:11]2[CH:12]=[C:13]([NH:17][C:18](=[O:24])[O:19][C:20]([CH3:23])([CH3:22])[CH3:21])[CH:14]=[CH:15][CH:16]=2)=[N:8][CH:9]=1)([O-])=O. Product: [NH2:1][C:4]1[C:5]([NH:25][C:26]2[CH:27]=[CH:28][C:29]([OH:32])=[CH:30][CH:31]=2)=[CH:6][C:7]([O:10][C:11]2[CH:12]=[C:13]([NH:17][C:18](=[O:24])[O:19][C:20]([CH3:21])([CH3:22])[CH3:23])[CH:14]=[CH:15][CH:16]=2)=[N:8][CH:9]=1. The catalyst class is: 19. (2) Product: [CH:28]([N:18]1[CH:19]=[C:15]([C:12]2[CH:11]=[CH:10][C:9]([B:4]3[O:5][C:6]([CH3:7])([CH3:8])[C:2]([CH3:20])([CH3:1])[O:3]3)=[CH:14][CH:13]=2)[CH:16]=[N:17]1)([CH3:30])[CH3:29]. Reactant: [CH3:1][C:2]1([CH3:20])[C:6]([CH3:8])([CH3:7])[O:5][B:4]([C:9]2[CH:14]=[CH:13][C:12]([C:15]3[CH:16]=[N:17][NH:18][CH:19]=3)=[CH:11][CH:10]=2)[O:3]1.C(=O)([O-])[O-].[K+].[K+].I[CH:28]([CH3:30])[CH3:29]. The catalyst class is: 3. (3) Reactant: [CH3:1][N:2]([CH3:31])[C:3](=[O:30])[C@@H:4]([NH:12]C(=O)OCC1C2C=CC=CC=2C2C1=CC=CC=2)[CH2:5][C:6]1[CH:11]=[CH:10][N:9]=[CH:8][CH:7]=1.CO.CNC.CO. Product: [NH2:12][C@@H:4]([CH2:5][C:6]1[CH:7]=[CH:8][N:9]=[CH:10][CH:11]=1)[C:3]([N:2]([CH3:31])[CH3:1])=[O:30]. The catalyst class is: 1. (4) Reactant: [CH3:1][C:2]1[N:3]([C:19]([O:21][C:22]([CH3:25])([CH3:24])[CH3:23])=[O:20])[C@H:4]([C:13]2[CH:18]=[CH:17][CH:16]=[CH:15][CH:14]=2)[C@H:5]([C:7]2[CH:12]=[CH:11][CH:10]=[CH:9][CH:8]=2)[N:6]=1.C([Li])CCC.CCCCCC.[F:37][C:38]1[CH:45]=[CH:44][C:41]([CH:42]=[O:43])=[CH:40][CH:39]=1.[Cl-].[NH4+]. Product: [F:37][C:38]1[CH:45]=[CH:44][C:41]([CH:42]([OH:43])[CH2:1][C:2]2[N:3]([C:19]([O:21][C:22]([CH3:25])([CH3:24])[CH3:23])=[O:20])[C@H:4]([C:13]3[CH:14]=[CH:15][CH:16]=[CH:17][CH:18]=3)[C@H:5]([C:7]3[CH:12]=[CH:11][CH:10]=[CH:9][CH:8]=3)[N:6]=2)=[CH:40][CH:39]=1. The catalyst class is: 49. (5) Reactant: [CH2:1]([O:8][C:9](Cl)=[O:10])[C:2]1[CH:7]=[CH:6][CH:5]=[CH:4][CH:3]=1.[Br:12][C:13]1[S:17][C:16]([N:18]2C[C@H](CO)OC2=O)=[N:15][CH:14]=1.Br.NC1SC(Br)=CN=1.N1C=CC=CC=1. Product: [CH2:1]([O:8][C:9](=[O:10])[NH:18][C:16]1[S:17][C:13]([Br:12])=[CH:14][N:15]=1)[C:2]1[CH:7]=[CH:6][CH:5]=[CH:4][CH:3]=1. The catalyst class is: 4. (6) Reactant: [Cl:1][C:2]1[CH:3]=[N+:4]([O-:27])[CH:5]=[C:6]([Cl:26])[C:7]=1[CH2:8][C@@H:9]([C:11]1[CH:16]=[CH:15][C:14]([O:17][CH:18]([F:20])[F:19])=[C:13]([O:21][CH2:22][CH:23]2[CH2:25][CH2:24]2)[CH:12]=1)[OH:10].[Br:28][CH2:29][C:30](Cl)=[O:31]. Product: [Br:28][CH2:29][C:30]([O:10][C@H:9]([C:11]1[CH:16]=[CH:15][C:14]([O:17][CH:18]([F:20])[F:19])=[C:13]([O:21][CH2:22][CH:23]2[CH2:25][CH2:24]2)[CH:12]=1)[CH2:8][C:7]1[C:6]([Cl:26])=[CH:5][N+:4]([O-:27])=[CH:3][C:2]=1[Cl:1])=[O:31]. The catalyst class is: 2. (7) Reactant: [F:1][C:2]1[C:3]([NH:19][C@@H:20]2[CH2:25][CH2:24][CH2:23][N:22]([C:26](=[O:29])[CH:27]=[CH2:28])[CH2:21]2)=[N:4][C:5]([NH:8][C:9]2[CH:18]=[C:17]3[C:12]([CH2:13][CH2:14][NH:15][CH2:16]3)=[CH:11][CH:10]=2)=[N:6][CH:7]=1.[O:30]1[CH2:33][C:32](=O)[CH2:31]1.[BH3-]C#N.[Na+]. Product: [F:1][C:2]1[C:3]([NH:19][C@@H:20]2[CH2:25][CH2:24][CH2:23][N:22]([C:26](=[O:29])[CH:27]=[CH2:28])[CH2:21]2)=[N:4][C:5]([NH:8][C:9]2[CH:18]=[C:17]3[C:12]([CH2:13][CH2:14][N:15]([CH:32]4[CH2:33][O:30][CH2:31]4)[CH2:16]3)=[CH:11][CH:10]=2)=[N:6][CH:7]=1. The catalyst class is: 34. (8) Reactant: [Cl:1][C:2]1[C:3]([CH3:9])=[C:4]([OH:8])[CH:5]=[CH:6][CH:7]=1.[Cl:10][C:11]1[CH:12]=[C:13]([C:18]2[C:30]([O:31][CH2:32][CH3:33])=[CH:29][C:21]([C:22]([NH:24][S:25]([CH3:28])(=[O:27])=[O:26])=[O:23])=[C:20]([F:34])[CH:19]=2)[CH:14]=[N:15][C:16]=1F.C(=O)([O-])[O-].[Cs+].[Cs+]. Product: [Cl:10][C:11]1[CH:12]=[C:13]([C:18]2[C:30]([O:31][CH2:32][CH3:33])=[CH:29][C:21]([C:22]([NH:24][S:25]([CH3:28])(=[O:26])=[O:27])=[O:23])=[C:20]([F:34])[CH:19]=2)[CH:14]=[N:15][C:16]=1[O:8][C:4]1[CH:5]=[CH:6][CH:7]=[C:2]([Cl:1])[C:3]=1[CH3:9]. The catalyst class is: 16. (9) Reactant: [O:1]1[CH:5]=[CH:4][C:3]([C:6]2[CH:7]=[CH:8][C:9]([C:12](=[O:14])[CH3:13])=[N:10][CH:11]=2)=[CH:2]1.[BH4-].[Na+]. Product: [O:1]1[CH:5]=[CH:4][C:3]([C:6]2[CH:7]=[CH:8][C:9]([CH:12]([OH:14])[CH3:13])=[N:10][CH:11]=2)=[CH:2]1. The catalyst class is: 5.